Dataset: Catalyst prediction with 721,799 reactions and 888 catalyst types from USPTO. Task: Predict which catalyst facilitates the given reaction. (1) Reactant: [CH2:1]([CH:3]1[O:5][CH2:4]1)[Cl:2].[O:6]([C:13]1[CH:18]=[CH:17][C:16]([OH:19])=[CH:15][CH:14]=1)[C:7]1[CH:12]=[CH:11][CH:10]=[CH:9][CH:8]=1. Product: [O:6]([C:13]1[CH:14]=[CH:15][C:16]([O:19][CH2:4][CH:3]([OH:5])[CH2:1][Cl:2])=[CH:17][CH:18]=1)[C:7]1[CH:12]=[CH:11][CH:10]=[CH:9][CH:8]=1. The catalyst class is: 8. (2) Reactant: [NH2:1][CH:2]([CH2:8][C:9]1[CH:14]=[C:13]([F:15])[C:12]([F:16])=[CH:11][C:10]=1[F:17])[CH2:3][C:4]([O:6]C)=[O:5].O=C(CC1C=C(F)C(F)=CC=1F)CC(OC)=O.[OH-].[Na+]. Product: [NH2:1][CH:2]([CH2:8][C:9]1[CH:14]=[C:13]([F:15])[C:12]([F:16])=[CH:11][C:10]=1[F:17])[CH2:3][C:4]([OH:6])=[O:5]. The catalyst class is: 24. (3) Reactant: [CH2:1]([NH:8][CH2:9][C:10]1[CH:15]=[CH:14][C:13]([F:16])=[CH:12][CH:11]=1)[C:2]1[CH:7]=[CH:6][CH:5]=[CH:4][CH:3]=1.Br[CH2:18][C:19]1[CH:28]=[CH:27][C:22]([C:23]([O:25][CH3:26])=[O:24])=[CH:21][CH:20]=1.C([O-])([O-])=O.[K+].[K+]. Product: [CH2:1]([N:8]([CH2:18][C:19]1[CH:28]=[CH:27][C:22]([C:23]([O:25][CH3:26])=[O:24])=[CH:21][CH:20]=1)[CH2:9][C:10]1[CH:15]=[CH:14][C:13]([F:16])=[CH:12][CH:11]=1)[C:2]1[CH:3]=[CH:4][CH:5]=[CH:6][CH:7]=1. The catalyst class is: 21. (4) Reactant: [CH3:1][C:2]1[C:10]2[S:9](=[O:12])(=[O:11])[N:8]=[CH:7][NH:6][C:5]=2[S:4][CH:3]=1.[C:13](=O)([O-])[O-].[K+].[K+].IC. The catalyst class is: 10. Product: [CH3:13][N:6]1[C:5]2[S:4][CH:3]=[C:2]([CH3:1])[C:10]=2[S:9](=[O:12])(=[O:11])[N:8]=[CH:7]1. (5) Reactant: [F:1][C:2]1[CH:7]=[C:6]([F:8])[CH:5]=[C:4]([F:9])[C:3]=1[CH2:10][C:11]([O:13][CH2:14][CH3:15])=[O:12].C([N-]C(C)C)(C)C.[Li+].[CH:24]1([C:31](Cl)=[O:32])[CH2:30][CH2:29][CH2:28][CH2:27][CH2:26][CH2:25]1.Cl. Product: [CH:24]1([C:31](=[O:32])[CH:10]([C:3]2[C:2]([F:1])=[CH:7][C:6]([F:8])=[CH:5][C:4]=2[F:9])[C:11]([O:13][CH2:14][CH3:15])=[O:12])[CH2:30][CH2:29][CH2:28][CH2:27][CH2:26][CH2:25]1. The catalyst class is: 7.